Dataset: Reaction yield outcomes from USPTO patents with 853,638 reactions. Task: Predict the reaction yield, written as a fraction of the theoretical maximum amount of product (1.0 means a 100% yield; for example, 0.34 means a 34% yield). (1) The reactants are [CH3:1][O:2][C:3]1[C:4]([CH2:12][N:13]([CH3:15])[CH3:14])=[C:5]2[C:9](=[CH:10][CH:11]=1)[NH:8][CH:7]=[CH:6]2.CN(C=O)C.[C:21]([C:23]1[CH:24]=[C:25]([S:29](Cl)(=[O:31])=[O:30])[CH:26]=[CH:27][CH:28]=1)#[N:22]. No catalyst specified. The product is [CH3:15][N:13]([CH2:12][C:4]1[C:3]([O:2][CH3:1])=[CH:11][CH:10]=[C:9]2[C:5]=1[CH:6]=[CH:7][N:8]2[S:29]([C:25]1[CH:24]=[C:23]([CH:28]=[CH:27][CH:26]=1)[C:21]#[N:22])(=[O:31])=[O:30])[CH3:14]. The yield is 0.130. (2) The catalyst is C(O)(=O)C. The product is [OH:2][C:3]1[C:8]([N+:9]([O-:11])=[O:10])=[CH:7][CH:6]=[CH:5][C:4]=1[C:12]1[CH:17]=[CH:16][CH:15]=[C:14]([CH:18]=[C:19]2[S:23][C:22](=[O:24])[NH:21][C:20]2=[O:25])[CH:13]=1. The reactants are C[O:2][C:3]1[C:8]([N+:9]([O-:11])=[O:10])=[CH:7][CH:6]=[CH:5][C:4]=1[C:12]1[CH:17]=[CH:16][CH:15]=[C:14]([CH:18]=[C:19]2[S:23][C:22](=[O:24])[NH:21][C:20]2=[O:25])[CH:13]=1.Br. The yield is 0.480. (3) The reactants are C(OC([NH:11][CH2:12][CH2:13][CH2:14][C@@H:15]([NH:18][C:19](=[O:41])[CH2:20][C@H:21]([O:33][CH2:34][C:35]1[CH:40]=[CH:39][CH:38]=[CH:37][CH:36]=1)[CH2:22][CH2:23][CH2:24][CH2:25][CH2:26][CH2:27][CH2:28][CH2:29][CH2:30][CH2:31][CH3:32])[CH2:16][OH:17])=O)C1C=CC=CC=1.Cl[CH2:43][O:44][CH2:45][C:46]1[CH:51]=[CH:50][CH:49]=[CH:48][CH:47]=1.C(N(C(C)C)CC)(C)C. The catalyst is C(Cl)Cl. The product is [CH2:45]([O:44][CH2:43][O:17][CH2:16][C@H:15]([NH:18][C:19](=[O:41])[CH2:20][C@H:21]([O:33][CH2:34][C:35]1[CH:36]=[CH:37][CH:38]=[CH:39][CH:40]=1)[CH2:22][CH2:23][CH2:24][CH2:25][CH2:26][CH2:27][CH2:28][CH2:29][CH2:30][CH2:31][CH3:32])[CH2:14][CH2:13][CH2:12][NH2:11])[C:46]1[CH:51]=[CH:50][CH:49]=[CH:48][CH:47]=1. The yield is 0.980. (4) The reactants are C(N(C(C)C)CC)(C)C.[NH2:10][C:11]1[CH:26]=[CH:25][C:24]([Cl:27])=[CH:23][C:12]=1[C:13]([NH:15][CH2:16][CH:17]1[CH2:22][CH2:21][CH2:20][CH2:19][CH2:18]1)=[O:14].Cl.[C:29](Cl)(=[O:36])[C:30]1[CH:35]=[CH:34][N:33]=[CH:32][CH:31]=1. No catalyst specified. The product is [Cl:27][C:24]1[CH:25]=[CH:26][C:11]([NH:10][C:29]([C:30]2[CH:35]=[CH:34][N:33]=[CH:32][CH:31]=2)=[O:36])=[C:12]([C:13]([NH:15][CH2:16][CH:17]2[CH2:22][CH2:21][CH2:20][CH2:19][CH2:18]2)=[O:14])[CH:23]=1. The yield is 0.140. (5) The reactants are C(O)(C(F)(F)F)=O.[CH3:8][CH:9]([CH3:27])[CH2:10][CH2:11][NH:12][C:13]([C:15]1[N:16]=[N:17][C:18]([N:21]2[CH2:26][CH2:25][NH:24][CH2:23][CH2:22]2)=[CH:19][CH:20]=1)=[O:14].[F:28][C:29]([F:37])([F:36])[CH2:30][CH:31]([CH3:35])[C:32](O)=[O:33].N12CCCN=C1CCCCC2.CN(C)CCCN=C=NCC. The catalyst is CN(C=O)C.C(OCC)(=O)C. The product is [CH3:8][CH:9]([CH3:27])[CH2:10][CH2:11][NH:12][C:13]([C:15]1[N:16]=[N:17][C:18]([N:21]2[CH2:26][CH2:25][N:24]([C:32](=[O:33])[CH:31]([CH3:35])[CH2:30][C:29]([F:37])([F:36])[F:28])[CH2:23][CH2:22]2)=[CH:19][CH:20]=1)=[O:14]. The yield is 0.750. (6) The reactants are [NH2:1][C@@H:2]([C:6]([OH:8])=[O:7])[CH2:3][CH2:4][CH3:5].Cl[C:10]([O:12][CH2:13][CH3:14])=[O:11]. The catalyst is [OH-].[Na+]. The product is [CH2:13]([O:12][C:10]([NH:1][C@@H:2]([C:6]([OH:8])=[O:7])[CH2:3][CH2:4][CH3:5])=[O:11])[CH3:14]. The yield is 1.00. (7) The reactants are [CH3:1][O:2][C:3]1[CH:33]=[C:32]([O:34][CH3:35])[CH:31]=[CH:30][C:4]=1[CH2:5][N:6]1[C:11](=[O:12])[C:10]([C:13]([O:15]C)=[O:14])=[CH:9][C:8]2[CH2:17][CH2:18][CH2:19][CH2:20][C:21]3[CH:26]=[C:25]([N:27]([CH3:29])[CH3:28])[CH:24]=[CH:23][C:22]=3[C:7]1=2.[Li+].[OH-].Cl. The catalyst is C1COCC1. The product is [CH3:1][O:2][C:3]1[CH:33]=[C:32]([O:34][CH3:35])[CH:31]=[CH:30][C:4]=1[CH2:5][N:6]1[C:11](=[O:12])[C:10]([C:13]([OH:15])=[O:14])=[CH:9][C:8]2[CH2:17][CH2:18][CH2:19][CH2:20][C:21]3[CH:26]=[C:25]([N:27]([CH3:29])[CH3:28])[CH:24]=[CH:23][C:22]=3[C:7]1=2. The yield is 1.00.